From a dataset of Reaction yield outcomes from USPTO patents with 853,638 reactions. Predict the reaction yield, written as a fraction of the theoretical maximum amount of product (1.0 means a 100% yield; for example, 0.34 means a 34% yield). (1) The reactants are [CH3:1][C:2]([CH3:23])([CH3:22])[C:3]#[C:4][C:5]1[S:9][C:8]([C:10]([O:12][CH3:13])=[O:11])=[C:7]([NH:14][CH2:15][C:16]2[CH:17]=[N:18][N:19]([CH3:21])[CH:20]=2)[CH:6]=1.N1C=CC=CC=1.CN(C1C=CC=CN=1)C.[CH3:39][CH:40]1[CH2:45][CH2:44][CH:43]([C:46](Cl)=[O:47])[CH2:42][CH2:41]1. The catalyst is ClC(Cl)C.C(OCC)(=O)C. The product is [CH3:1][C:2]([CH3:23])([CH3:22])[C:3]#[C:4][C:5]1[S:9][C:8]([C:10]([O:12][CH3:13])=[O:11])=[C:7]([N:14]([CH2:15][C:16]2[CH:17]=[N:18][N:19]([CH3:21])[CH:20]=2)[C:46]([C@H:43]2[CH2:44][CH2:45][C@H:40]([CH3:39])[CH2:41][CH2:42]2)=[O:47])[CH:6]=1. The yield is 0.780. (2) The catalyst is ClC(Cl)C. The yield is 0.890. The product is [ClH:26].[Cl:26][C:21]1[CH:22]=[CH:23][CH:24]=[CH:25][C:20]=1[O:19][C:17]1[CH:16]=[CH:15][C:13]2[CH2:14][NH:8][CH2:9][CH2:10][O:11][C:12]=2[N:18]=1. The reactants are C([N:8]1[CH2:14][C:13]2[CH:15]=[CH:16][C:17]([O:19][C:20]3[CH:25]=[CH:24][CH:23]=[CH:22][C:21]=3[Cl:26])=[N:18][C:12]=2[O:11][CH2:10][CH2:9]1)C1C=CC=CC=1.ClC(OC(Cl)C)=O.